From a dataset of Catalyst prediction with 721,799 reactions and 888 catalyst types from USPTO. Predict which catalyst facilitates the given reaction. (1) The catalyst class is: 43. Product: [CH3:1][C:2]1[N:7]=[CH:6][C:5]([N:8]2[CH:12]=[C:11]([C:13]3[CH:18]=[CH:17][CH:16]=[CH:15][N:14]=3)[N:10]=[C:9]2[C:19]2[CH:20]=[CH:21][C:22]([NH:25][C:26]3[C:31]([NH2:32])=[CH:30][CH:29]=[CH:28][N:27]=3)=[CH:23][CH:24]=2)=[CH:4][CH:3]=1. Reactant: [CH3:1][C:2]1[N:7]=[CH:6][C:5]([N:8]2[CH:12]=[C:11]([C:13]3[CH:18]=[CH:17][CH:16]=[CH:15][N:14]=3)[N:10]=[C:9]2[C:19]2[CH:24]=[CH:23][C:22]([NH:25][C:26]3[C:31]([N+:32]([O-])=O)=[CH:30][CH:29]=[CH:28][N:27]=3)=[CH:21][CH:20]=2)=[CH:4][CH:3]=1.[H][H]. (2) Reactant: [Cl:1][C:2]1[CH:24]=[C:23]([C:25]2[N:26]=[CH:27][C:28]3[N:29]([C:31]([C:34]4[CH:39]=[CH:38][C:37]([C:40]#[N:41])=[CH:36][CH:35]=4)=[CH:32][N:33]=3)[CH:30]=2)[CH:22]=[CH:21][C:3]=1[C:4]([N:6]1[CH2:11][CH2:10][C:9]([NH:13]C(=O)OC(C)(C)C)([CH3:12])[CH2:8][CH2:7]1)=[O:5]. Product: [NH2:13][C:9]1([CH3:12])[CH2:8][CH2:7][N:6]([C:4]([C:3]2[CH:21]=[CH:22][C:23]([C:25]3[N:26]=[CH:27][C:28]4[N:29]([C:31]([C:34]5[CH:39]=[CH:38][C:37]([C:40]#[N:41])=[CH:36][CH:35]=5)=[CH:32][N:33]=4)[CH:30]=3)=[CH:24][C:2]=2[Cl:1])=[O:5])[CH2:11][CH2:10]1. The catalyst class is: 157. (3) Reactant: [O:1]1[CH2:6][CH2:5][CH:4]([C:7]2[CH:12]=[CH:11][C:10]([OH:13])=[CH:9][CH:8]=2)[CH2:3][CH2:2]1.C(NCC(C)C)C(C)C.S(Cl)([Cl:26])(=O)=O. Product: [Cl:26][C:9]1[CH:8]=[C:7]([CH:4]2[CH2:5][CH2:6][O:1][CH2:2][CH2:3]2)[CH:12]=[CH:11][C:10]=1[OH:13]. The catalyst class is: 11. (4) Reactant: [F:1][C:2]1[CH:3]=[CH:4][CH:5]=[C:6]2[C:11]=1[N:10]=[C:9]([N:12]1[CH2:17][CH2:16][N:15]([C:18]3[CH:23]=[CH:22][C:21]([F:24])=[CH:20][CH:19]=3)[CH2:14][CH2:13]1)[N:8]([C:25]1[CH:30]=[C:29]([C:31]([F:34])([F:33])[F:32])[CH:28]=[CH:27][C:26]=1[O:35][CH3:36])[CH:7]2[CH2:37][C:38]([O:40]C)=[O:39].[OH-].[Na+]. Product: [F:1][C:2]1[CH:3]=[CH:4][CH:5]=[C:6]2[C:11]=1[N:10]=[C:9]([N:12]1[CH2:13][CH2:14][N:15]([C:18]3[CH:19]=[CH:20][C:21]([F:24])=[CH:22][CH:23]=3)[CH2:16][CH2:17]1)[N:8]([C:25]1[CH:30]=[C:29]([C:31]([F:34])([F:32])[F:33])[CH:28]=[CH:27][C:26]=1[O:35][CH3:36])[CH:7]2[CH2:37][C:38]([OH:40])=[O:39]. The catalyst class is: 12. (5) Reactant: [Cl:1][CH2:2][CH2:3][OH:4].[Li+].CC([N-]C(C)C)C.F[C:14]1[CH:19]=[C:18]([F:20])[CH:17]=[CH:16][C:15]=1[N+:21]([O-:23])=[O:22]. Product: [Cl:1][CH2:2][CH2:3][O:4][C:14]1[CH:19]=[C:18]([F:20])[CH:17]=[CH:16][C:15]=1[N+:21]([O-:23])=[O:22]. The catalyst class is: 20. (6) Reactant: [Cl:1][CH:2]([C:14]1[CH:19]=[CH:18][CH:17]=[CH:16][CH:15]=1)[C:3]([C:5]1[C:13]2[C:8](=[CH:9][CH:10]=[CH:11][CH:12]=2)[NH:7][CH:6]=1)=[O:4].[H-].[Na+].[O:22]1[CH2:26][CH2:25][CH:24]([S:27](Cl)(=[O:29])=[O:28])[CH2:23]1.O. Product: [Cl:1][CH:2]([C:14]1[CH:19]=[CH:18][CH:17]=[CH:16][CH:15]=1)[C:3]([C:5]1[C:13]2[C:8](=[CH:9][CH:10]=[CH:11][CH:12]=2)[N:7]([S:27]([CH:24]2[CH2:25][CH2:26][O:22][CH2:23]2)(=[O:29])=[O:28])[CH:6]=1)=[O:4]. The catalyst class is: 239.